Predict which catalyst facilitates the given reaction. From a dataset of Catalyst prediction with 721,799 reactions and 888 catalyst types from USPTO. (1) Reactant: [N:1]1[C:5]2[CH:6]=[CH:7][CH:8]=[CH:9][C:4]=2[NH:3][C:2]=1[C:10]([OH:12])=O.CN(C(ON1N=[N:28][C:23]2[CH:24]=[CH:25][CH:26]=[CH:27][C:22]1=2)=[N+](C)C)C.[B-](F)(F)(F)F.[CH:35]1C=CC2N(O)N=NC=2C=1.CC[N:47]([CH:51]([CH3:53])C)[CH:48]([CH3:50])C.CN([CH:57]=[O:58])C. Product: [N:47]1[CH:48]=[CH:50][C:57]([O:58][C:26]2[CH:27]=[CH:22][C:23]([NH:28][C:10]([C:2]3[NH:1][C:5]4[CH:6]=[CH:7][CH:8]=[C:9]([CH3:35])[C:4]=4[N:3]=3)=[O:12])=[CH:24][CH:25]=2)=[CH:53][CH:51]=1. The catalyst class is: 6. (2) Reactant: C(OC([N:8]1[CH2:13][CH2:12][CH2:11][C@@H:10]([NH:14][C:15]2[N:20]=[C:19]([C:21]3[N:28]4[C:24]([S:25][CH:26]=[CH:27]4)=[N:23][C:22]=3[C:29]3[CH:34]=[CH:33][CH:32]=[C:31]([C:35](=[O:37])[NH2:36])[CH:30]=3)[CH:18]=[CH:17][N:16]=2)[CH2:9]1)=O)(C)(C)C.Cl. Product: [NH:8]1[CH2:13][CH2:12][CH2:11][C@@H:10]([NH:14][C:15]2[N:20]=[C:19]([C:21]3[N:28]4[C:24]([S:25][CH:26]=[CH:27]4)=[N:23][C:22]=3[C:29]3[CH:30]=[C:31]([CH:32]=[CH:33][CH:34]=3)[C:35]([NH2:36])=[O:37])[CH:18]=[CH:17][N:16]=2)[CH2:9]1. The catalyst class is: 13. (3) Reactant: [CH2:1]([O:8][C:9]1[CH:14]=[C:13]([O:15][CH3:16])[C:12]([Br:17])=[CH:11][C:10]=1[OH:18])[C:2]1[CH:7]=[CH:6][CH:5]=[CH:4][CH:3]=1.[Si:19](Cl)([C:22]([CH3:25])([CH3:24])[CH3:23])([CH3:21])[CH3:20].N1C=CN=C1. Product: [CH2:1]([O:8][C:9]1[CH:14]=[C:13]([O:15][CH3:16])[C:12]([Br:17])=[CH:11][C:10]=1[O:18][Si:19]([C:22]([CH3:25])([CH3:24])[CH3:23])([CH3:21])[CH3:20])[C:2]1[CH:3]=[CH:4][CH:5]=[CH:6][CH:7]=1. The catalyst class is: 3. (4) Product: [F:1][C:2]1[CH:3]=[C:4]([CH:8]([OH:9])[CH2:10][O:11][C:12]2[CH:19]=[CH:18][C:15]([CH:16]=[O:17])=[CH:14][CH:13]=2)[CH:5]=[CH:6][CH:7]=1. The catalyst class is: 11. Reactant: [F:1][C:2]1[CH:3]=[C:4]([CH:8]2[CH2:10][O:9]2)[CH:5]=[CH:6][CH:7]=1.[OH:11][C:12]1[CH:19]=[CH:18][C:15]([CH:16]=[O:17])=[CH:14][CH:13]=1.[OH-].[Na+]. (5) Reactant: [H-].C([Al+]CC(C)C)C(C)C.C([O:13][C:14](=O)[CH2:15][C:16]1[C:21]([N+:22]([O-:24])=[O:23])=[CH:20][CH:19]=[CH:18][C:17]=1[O:25][CH3:26])C.Cl. Product: [CH3:26][O:25][C:17]1[CH:18]=[CH:19][CH:20]=[C:21]([N+:22]([O-:24])=[O:23])[C:16]=1[CH2:15][CH2:14][OH:13]. The catalyst class is: 7. (6) Reactant: O(CCSCC1C=CC(C2C=CC=C(C(O)=O)C=2)=CC=1)C1C=CC=CC=1.C([O:29][C:30]([C:32]1[CH:37]=[CH:36][C:35]([C:38]2[CH:43]=[CH:42][CH:41]=[C:40]([CH2:44][S:45][CH2:46][CH2:47][O:48][C:49]3[CH:54]=[CH:53][CH:52]=[CH:51][CH:50]=3)[CH:39]=2)=[CH:34][CH:33]=1)=[O:31])C.[OH-].[Li+]. Product: [O:48]([CH2:47][CH2:46][S:45][CH2:44][C:40]1[CH:39]=[C:38]([C:35]2[CH:34]=[CH:33][C:32]([C:30]([OH:31])=[O:29])=[CH:37][CH:36]=2)[CH:43]=[CH:42][CH:41]=1)[C:49]1[CH:50]=[CH:51][CH:52]=[CH:53][CH:54]=1. The catalyst class is: 1. (7) Reactant: [F:1][C:2]1[CH:7]=[CH:6][C:5]([C:8]2[CH:12]=[C:11](C(OCC)=O)[S:10][N:9]=2)=[CH:4][CH:3]=1.[CH3:18][Mg]Br.C([O:23][CH2:24][CH3:25])C. Product: [F:1][C:2]1[CH:3]=[CH:4][C:5]([C:8]2[CH:12]=[C:11]([C:24]([OH:23])([CH3:25])[CH3:18])[S:10][N:9]=2)=[CH:6][CH:7]=1. The catalyst class is: 1. (8) Reactant: C(OC([NH:8][C@@H:9]([CH2:15][CH2:16][S:17][CH3:18])[CH2:10][S:11]([O-:14])(=[O:13])=[O:12])=O)(C)(C)C.[Na+].[ClH:20]. Product: [ClH:20].[NH2:8][C@@H:9]([CH2:15][CH2:16][S:17][CH3:18])[CH2:10][S:11]([OH:14])(=[O:12])=[O:13]. The catalyst class is: 6.